Dataset: Forward reaction prediction with 1.9M reactions from USPTO patents (1976-2016). Task: Predict the product of the given reaction. (1) Given the reactants [N+:1]([C:4]1[CH:9]=[CH:8][C:7]([C:10]2[C:11]([C:15]([O:17][CH2:18][CH3:19])=[O:16])=[CH:12][NH:13][CH:14]=2)=[CH:6][CH:5]=1)([O-:3])=[O:2].ClS([N:24]=[C:25]=[O:26])(=O)=O, predict the reaction product. The product is: [C:25]([C:14]1[NH:13][CH:12]=[C:11]([C:15]([O:17][CH2:18][CH3:19])=[O:16])[C:10]=1[C:7]1[CH:8]=[CH:9][C:4]([N+:1]([O-:3])=[O:2])=[CH:5][CH:6]=1)(=[O:26])[NH2:24]. (2) Given the reactants N([O-])=O.[Na+].N[C:6]1[N:14]=[C:13]2[C:9]([N:10]=[CH:11][NH:12]2)=[C:8]([Cl:15])[N:7]=1.[H+].[B-](F)(F)(F)[F:18].[OH-].[Na+], predict the reaction product. The product is: [Cl:15][C:8]1[N:7]=[C:6]([F:18])[N:14]=[C:13]2[C:9]=1[N:10]=[CH:11][NH:12]2.